From a dataset of Experimentally validated miRNA-target interactions with 360,000+ pairs, plus equal number of negative samples. Binary Classification. Given a miRNA mature sequence and a target amino acid sequence, predict their likelihood of interaction. (1) Result: 1 (interaction). The miRNA is hsa-miR-1257 with sequence AGUGAAUGAUGGGUUCUGACC. The protein sequence of the target gene is MGHFEKGQHALLNEGEENEMEIFGYRTQGCRKSLCLAGSIFSFGILPLVFYWRPAWHVWAHCVPCSLQEADTVLLRTTDEFQIYSWKKVIWIYLSALNSAFGLTPDHPLMTDEEYIINRAIRKPDLKVRCIKVQKIRYVWNYLEGQFQKIGSLEDWLSSAKIHQKFGSGLTREEQEIRRLICGPNTIDVEVTPIWKLLIKEVLNPFYIFQLFSVCLWFSEDYKEYAFAIIIMSIISISLTVYDLREQSVKLHHLVESHNSITVSVCGRKAGVQELESRVLVPGDLLILTGNKVLMPCDAV.... (2) The miRNA is hsa-miR-3064-3p with sequence UUGCCACACUGCAACACCUUACA. The protein sequence of the target gene is MATMVPSVLWPRACWTLLVCCLLTPGVQGQEFLLRVEPQNPVLSAGGSLFVNCSTDCPSSEKIALETSLSKELVASGMGWAAFNLSNVTGNSRILCSVYCNGSQITGSSNITVYRLPERVELAPLPPWQPVGQNFTLRCQVEDGSPRTSLTVVLLRWEEELSRQPAVEEPAEVTATVLASRDDHGAPFSCRTELDMQPQGLGLFVNTSAPRQLRTFVLPVTPPRLVAPRFLEVETSWPVDCTLDGLFPASEAQVYLALGDQMLNATVMNHGDTLTATATATARADQEGAREIVCNVTLGG.... Result: 0 (no interaction). (3) The miRNA is hsa-miR-181b-3p with sequence CUCACUGAACAAUGAAUGCAA. The protein sequence of the target gene is MPMKGRFPIRRTLQYLSQGNVVFKDSVKVMTVNYNTHGELGEGARKFVFFNIPQIQYKNPWVQIMMFKNMTPSPFLRFYLDSGEQVLVDVETKSNKEIMEHIRKILGKNEETLREEEEEKKQLSHPANFGPRKYCLRECICEVEGQVPCPSLVPLPKEMRGKYKAALKADAQD. Result: 1 (interaction). (4) The miRNA is hsa-miR-1279 with sequence UCAUAUUGCUUCUUUCU. The protein sequence of the target gene is MERQQQQQQQLRNLRDFLLVYNRMTELCFQRCVPSLHHRALDAEEEACLHSCAGKLIHSNHRLMAAYVQLMPALVQRRIADYEAASAVPGVAAEQPGVSPSGS. Result: 0 (no interaction).